From a dataset of Forward reaction prediction with 1.9M reactions from USPTO patents (1976-2016). Predict the product of the given reaction. (1) Given the reactants [NH2:1][C:2]1[CH:3]=[N:4][CH:5]=[CH:6][CH:7]=1.[Cl:8][C:9]1[C:14]([O:15][CH3:16])=[CH:13][C:12]([O:17][CH3:18])=[C:11]([Cl:19])[C:10]=1[C:20]1[C:29]2[N:28]=[C:27]([CH2:30][N:31]3[CH2:36][CH2:35][N:34]([CH2:37][CH3:38])[CH2:33][CH2:32]3)[CH:26]=[N:25][C:24]=2[C:23]([C:39](O)=[O:40])=[CH:22][CH:21]=1, predict the reaction product. The product is: [N:4]1[CH:5]=[CH:6][CH:7]=[C:2]([NH:1][C:39]([C:23]2[C:24]3[N:25]=[CH:26][C:27]([CH2:30][N:31]4[CH2:36][CH2:35][N:34]([CH2:37][CH3:38])[CH2:33][CH2:32]4)=[N:28][C:29]=3[C:20]([C:10]3[C:9]([Cl:8])=[C:14]([O:15][CH3:16])[CH:13]=[C:12]([O:17][CH3:18])[C:11]=3[Cl:19])=[CH:21][CH:22]=2)=[O:40])[CH:3]=1. (2) Given the reactants [Cl:1][C:2]1[CH:7]=[CH:6][C:5]([NH:8][C:9](=[O:27])[CH2:10][CH2:11][C:12]2[CH:17]=[CH:16][C:15]([O:18][C:19]3[CH:24]=[CH:23][N:22]=[C:21]([C:25]#[N:26])[CH:20]=3)=[CH:14][CH:13]=2)=[CH:4][C:3]=1[C:28]([F:31])([F:30])[F:29].[CH3:32][O-:33].[Na+], predict the reaction product. The product is: [Cl:1][C:2]1[CH:7]=[CH:6][C:5]([NH:8][C:9](=[O:27])[CH2:10][CH2:11][C:12]2[CH:17]=[CH:16][C:15]([O:18][C:19]3[CH:24]=[CH:23][N:22]=[C:21]([C:25](=[NH:26])[O:33][CH3:32])[CH:20]=3)=[CH:14][CH:13]=2)=[CH:4][C:3]=1[C:28]([F:31])([F:29])[F:30]. (3) Given the reactants [CH2:1]([O:3][CH:4]([O:10][CH2:11][CH3:12])[C:5]([O:7]CC)=O)[CH3:2].[C:13]1([CH:19]([Mg]Cl)[CH3:20])[CH:18]=[CH:17][CH:16]=[CH:15][CH:14]=1.[Cl-].[NH4+], predict the reaction product. The product is: [CH2:11]([O:10][CH:4]([O:3][CH2:1][CH3:2])[C:5](=[O:7])[CH:19]([C:13]1[CH:18]=[CH:17][CH:16]=[CH:15][CH:14]=1)[CH3:20])[CH3:12]. (4) Given the reactants Cl[C:2]1[S:3][C:4]2[CH:10]=[C:9]([Br:11])[CH:8]=[CH:7][C:5]=2[N:6]=1.Cl.Cl.[NH:14]1[CH2:18][CH2:17][C@@H:16]([N:19]2[CH2:24][CH2:23][CH2:22][CH2:21][CH2:20]2)[CH2:15]1.C(=O)([O-])[O-].[K+].[K+].O, predict the reaction product. The product is: [Br:11][C:9]1[CH:8]=[CH:7][C:5]2[N:6]=[C:2]([N:14]3[CH2:18][CH2:17][C@@H:16]([N:19]4[CH2:20][CH2:21][CH2:22][CH2:23][CH2:24]4)[CH2:15]3)[S:3][C:4]=2[CH:10]=1. (5) Given the reactants FC(F)(F)C(O)=O.[Cl:8][S:9]([C:12]1[CH:13]=[C:14]([CH:25]=[C:26]([F:28])[CH:27]=1)[C:15]([O:17]CC1C=CC=CC=1)=[O:16])(=[O:11])=[O:10], predict the reaction product. The product is: [Cl:8][S:9]([C:12]1[CH:13]=[C:14]([CH:25]=[C:26]([F:28])[CH:27]=1)[C:15]([OH:17])=[O:16])(=[O:10])=[O:11]. (6) Given the reactants Cl.Cl.[Br:3][C:4]1[C:5]([CH:36]2[CH2:41][CH2:40][NH:39][CH2:38][CH2:37]2)=[N:6][N:7]([C:30]2[CH:35]=[CH:34][CH:33]=[CH:32][CH:31]=2)[C:8]=1[NH:9][C:10]([NH:12][C@H:13]1[C@H:17]([C:18]2[CH:23]=[CH:22][C:21]([F:24])=[C:20]([F:25])[CH:19]=2)[CH2:16][N:15]([CH2:26][CH2:27][O:28][CH3:29])[CH2:14]1)=[O:11].CCN(C(C)C)C(C)C.[CH3:51][C:52](OC(C)=O)=[O:53], predict the reaction product. The product is: [C:52]([N:39]1[CH2:38][CH2:37][CH:36]([C:5]2[C:4]([Br:3])=[C:8]([NH:9][C:10]([NH:12][C@H:13]3[C@H:17]([C:18]4[CH:23]=[CH:22][C:21]([F:24])=[C:20]([F:25])[CH:19]=4)[CH2:16][N:15]([CH2:26][CH2:27][O:28][CH3:29])[CH2:14]3)=[O:11])[N:7]([C:30]3[CH:31]=[CH:32][CH:33]=[CH:34][CH:35]=3)[N:6]=2)[CH2:41][CH2:40]1)(=[O:53])[CH3:51]. (7) Given the reactants [C:1]([O:5][C:6]([NH:8][C:9]1[CH:10]=[CH:11][C:12]([O:24][C:25]([F:28])([F:27])[F:26])=[C:13]([C:15]2[CH:20]=[CH:19][C:18]([C:21](O)=[O:22])=[CH:17][CH:16]=2)[CH:14]=1)=[O:7])([CH3:4])([CH3:3])[CH3:2].[CH3:29][S:30]([N:33]1[CH2:38][CH2:37][N:36]([CH2:39][C:40]2[CH:45]=[CH:44][C:43]([NH2:46])=[CH:42][CH:41]=2)[CH2:35][CH2:34]1)(=[O:32])=[O:31].CN(C(ON1N=NC2C=CC=CC1=2)=[N+](C)C)C.F[P-](F)(F)(F)(F)F.CN1CCOCC1, predict the reaction product. The product is: [C:1]([O:5][C:6](=[O:7])[NH:8][C:9]1[CH:14]=[C:13]([C:15]2[CH:20]=[CH:19][C:18]([C:21](=[O:22])[NH:46][C:43]3[CH:44]=[CH:45][C:40]([CH2:39][N:36]4[CH2:35][CH2:34][N:33]([S:30]([CH3:29])(=[O:32])=[O:31])[CH2:38][CH2:37]4)=[CH:41][CH:42]=3)=[CH:17][CH:16]=2)[C:12]([O:24][C:25]([F:27])([F:26])[F:28])=[CH:11][CH:10]=1)([CH3:4])([CH3:2])[CH3:3].